This data is from Forward reaction prediction with 1.9M reactions from USPTO patents (1976-2016). The task is: Predict the product of the given reaction. (1) Given the reactants [Pb](SC#N)[S:2][C:3]#[N:4].[Br:8][C:9]1[CH:14]=[CH:13][CH:12]=[CH:11][C:10]=1[OH:15], predict the reaction product. The product is: [Br:8][C:9]1[CH:14]=[C:13]([S:2][C:3]#[N:4])[CH:12]=[CH:11][C:10]=1[OH:15]. (2) Given the reactants [C:1]([O:5][C:6]([N:8]1[CH2:13][C@@H:12]([C:14](=[O:37])[NH:15][CH2:16][C:17]2([CH2:31][CH2:32][CH2:33][CH2:34][O:35][CH3:36])[C:30]3[CH:29]=[CH:28][CH:27]=[CH:26][C:25]=3[O:24][C:23]3[C:18]2=[CH:19][CH:20]=[CH:21][CH:22]=3)[CH2:11][C@@H:10]([NH:38][S:39]([C:42]2[CH:47]=[CH:46][C:45]([CH2:48][CH2:49][C:50](O)=[O:51])=[CH:44][CH:43]=2)(=[O:41])=[O:40])[CH2:9]1)=[O:7])([CH3:4])([CH3:3])[CH3:2].CCN(CC)CC.ClC(OCC(C)C)=O.[Li+].[BH4-], predict the reaction product. The product is: [C:1]([O:5][C:6]([N:8]1[CH2:13][C@@H:12]([C:14](=[O:37])[NH:15][CH2:16][C:17]2([CH2:31][CH2:32][CH2:33][CH2:34][O:35][CH3:36])[C:30]3[CH:29]=[CH:28][CH:27]=[CH:26][C:25]=3[O:24][C:23]3[C:18]2=[CH:19][CH:20]=[CH:21][CH:22]=3)[CH2:11][C@@H:10]([NH:38][S:39]([C:42]2[CH:47]=[CH:46][C:45]([CH2:48][CH2:49][CH2:50][OH:51])=[CH:44][CH:43]=2)(=[O:40])=[O:41])[CH2:9]1)=[O:7])([CH3:4])([CH3:3])[CH3:2]. (3) Given the reactants [C:1]([C:3]1[CH:8]=[CH:7][C:6]([C:9]2[CH:10]=[C:11]3[N:24]([CH2:25][CH:26]4[CH2:31][CH2:30][N:29](C(OC(C)(C)C)=O)[CH2:28][CH2:27]4)[N:23]=[CH:22][C:12]3=[N:13][C:14]=2[C:15]2[CH:20]=[CH:19][C:18]([CH3:21])=[CH:17][CH:16]=2)=[CH:5][CH:4]=1)#[N:2].Cl, predict the reaction product. The product is: [CH3:21][C:18]1[CH:17]=[CH:16][C:15]([C:14]2[N:13]=[C:12]3[CH:22]=[N:23][N:24]([CH2:25][CH:26]4[CH2:27][CH2:28][NH:29][CH2:30][CH2:31]4)[C:11]3=[CH:10][C:9]=2[C:6]2[CH:5]=[CH:4][C:3]([C:1]#[N:2])=[CH:8][CH:7]=2)=[CH:20][CH:19]=1. (4) Given the reactants [Cl:1][C:2]1[CH:7]=[CH:6][C:5]([C:8](=[O:15])[CH:9]=[C:10](SC)SC)=[CH:4][CH:3]=1.[CH3:16][C:17]([NH2:21])([CH3:20])[CH2:18][NH2:19], predict the reaction product. The product is: [Cl:1][C:2]1[CH:7]=[CH:6][C:5]([C:8](=[O:15])/[CH:9]=[C:10]2/[NH:19][CH2:18][C:17]([CH3:20])([CH3:16])[NH:21]/2)=[CH:4][CH:3]=1. (5) Given the reactants [CH:1]1([C:4]([N:6]2[CH2:10][CH2:9][C@@H:8]([CH2:11][N:12]3[C:16]4[CH:17]=[C:18]([C:21]([OH:23])=O)[CH:19]=[CH:20][C:15]=4[N:14]=[C:13]3[C:24]3[CH:29]=[CH:28][C:27]([C:30]4[CH:35]=[CH:34][C:33]([F:36])=[CH:32][CH:31]=4)=[CH:26][CH:25]=3)[CH2:7]2)=[O:5])[CH2:3][CH2:2]1.[CH3:37][N:38](C(ON1N=NC2C=CC=NC1=2)=[N+](C)C)C.F[P-](F)(F)(F)(F)F.CN, predict the reaction product. The product is: [CH:1]1([C:4]([N:6]2[CH2:10][CH2:9][C@@H:8]([CH2:11][N:12]3[C:16]4[CH:17]=[C:18]([C:21]([NH:38][CH3:37])=[O:23])[CH:19]=[CH:20][C:15]=4[N:14]=[C:13]3[C:24]3[CH:25]=[CH:26][C:27]([C:30]4[CH:31]=[CH:32][C:33]([F:36])=[CH:34][CH:35]=4)=[CH:28][CH:29]=3)[CH2:7]2)=[O:5])[CH2:2][CH2:3]1. (6) Given the reactants [CH3:1][O:2][C:3]1[CH:4]=[C:5]([N:11]2[CH2:20][C:19]3[C:14](=[N:15][C:16](S(C)=O)=[N:17][CH:18]=3)[N:13]([CH2:24][CH3:25])[C:12]2=[O:26])[CH:6]=[C:7]([O:9][CH3:10])[CH:8]=1.[CH3:27][N:28]1[CH2:33][CH2:32][N:31]([CH2:34][CH2:35][CH2:36][CH2:37][CH2:38][NH2:39])[CH2:30][CH2:29]1, predict the reaction product. The product is: [CH3:1][O:2][C:3]1[CH:4]=[C:5]([N:11]2[CH2:20][C:19]3[C:14](=[N:15][C:16]([NH:39][CH2:38][CH2:37][CH2:36][CH2:35][CH2:34][N:31]4[CH2:30][CH2:29][N:28]([CH3:27])[CH2:33][CH2:32]4)=[N:17][CH:18]=3)[N:13]([CH2:24][CH3:25])[C:12]2=[O:26])[CH:6]=[C:7]([O:9][CH3:10])[CH:8]=1. (7) Given the reactants [NH2:1][CH2:2][CH2:3][C:4]1[N:5]([CH:26]([C:33]2[CH:38]=[CH:37][CH:36]=[CH:35][CH:34]=2)[C:27]2[CH:32]=[CH:31][CH:30]=[CH:29][CH:28]=2)[C:6]2[C:11]([C:12]=1[CH2:13][CH2:14][CH2:15][C:16]1[CH:24]=[CH:23][C:19]([C:20]([OH:22])=[O:21])=[CH:18][CH:17]=1)=[CH:10][C:9]([Cl:25])=[CH:8][CH:7]=2.C[Si](N([Si](C)(C)C)C(=O)C(F)(F)F)(C)C.N1C=CC=CC=1.[Cl:60][C:61]1[CH:62]=[C:63]([CH2:68][S:69](Cl)(=[O:71])=[O:70])[CH:64]=[CH:65][C:66]=1[Cl:67].Cl, predict the reaction product. The product is: [CH:26]([N:5]1[C:6]2[C:11](=[CH:10][C:9]([Cl:25])=[CH:8][CH:7]=2)[C:12]([CH2:13][CH2:14][CH2:15][C:16]2[CH:24]=[CH:23][C:19]([C:20]([OH:22])=[O:21])=[CH:18][CH:17]=2)=[C:4]1[CH2:3][CH2:2][NH:1][S:69]([CH2:68][C:63]1[CH:64]=[CH:65][C:66]([Cl:67])=[C:61]([Cl:60])[CH:62]=1)(=[O:71])=[O:70])([C:27]1[CH:32]=[CH:31][CH:30]=[CH:29][CH:28]=1)[C:33]1[CH:34]=[CH:35][CH:36]=[CH:37][CH:38]=1.